Dataset: Reaction yield outcomes from USPTO patents with 853,638 reactions. Task: Predict the reaction yield, written as a fraction of the theoretical maximum amount of product (1.0 means a 100% yield; for example, 0.34 means a 34% yield). (1) The reactants are [CH3:1][O:2][C:3]1[CH:8]=[CH:7][C:6]([O:9][CH3:10])=[CH:5][C:4]=1[NH:11][C:12]([CH:14]1[CH2:19][CH2:18][CH2:17][CH2:16][CH2:15]1)=O.COC1C=CC(P2(SP(C3C=CC(OC)=CC=3)(=S)S2)=[S:29])=CC=1.O. The catalyst is C1(C)C=CC=CC=1. The product is [CH3:1][O:2][C:3]1[CH:8]=[CH:7][C:6]([O:9][CH3:10])=[CH:5][C:4]=1[NH:11][C:12]([CH:14]1[CH2:19][CH2:18][CH2:17][CH2:16][CH2:15]1)=[S:29]. The yield is 0.810. (2) The reactants are [CH3:1][C:2]1[N:3]([C:18](=[O:23])[CH2:19][CH:20]([CH3:22])[CH3:21])[C:4]2[C:9]([C:10]=1[C:11]([O:13]C(C)(C)C)=[O:12])=[CH:8][CH:7]=[CH:6][CH:5]=2.FC(F)(F)C(O)=O. The catalyst is ClCCl. The product is [CH3:1][C:2]1[N:3]([C:18](=[O:23])[CH2:19][CH:20]([CH3:21])[CH3:22])[C:4]2[C:9]([C:10]=1[C:11]([OH:13])=[O:12])=[CH:8][CH:7]=[CH:6][CH:5]=2. The yield is 0.890. (3) The reactants are O.Cl.[O:3]=[C:4]1[CH2:9][CH2:8][NH:7][CH2:6][CH2:5]1.Br[CH2:11][CH2:12][C:13]([O:15][CH3:16])=[O:14].C([O-])([O-])=O.[K+].[K+].CCN(CC)CC. The yield is 0.420. The product is [O:3]=[C:4]1[CH2:9][CH2:8][N:7]([CH2:11][CH2:12][C:13]([O:15][CH3:16])=[O:14])[CH2:6][CH2:5]1. The catalyst is CC(C)=O.